This data is from Peptide-MHC class I binding affinity with 185,985 pairs from IEDB/IMGT. The task is: Regression. Given a peptide amino acid sequence and an MHC pseudo amino acid sequence, predict their binding affinity value. This is MHC class I binding data. (1) The peptide sequence is IKWLWKANK. The MHC is HLA-A02:06 with pseudo-sequence HLA-A02:06. The binding affinity (normalized) is 0.0847. (2) The peptide sequence is MSSAAHLLY. The MHC is HLA-B15:01 with pseudo-sequence HLA-B15:01. The binding affinity (normalized) is 0.644. (3) The peptide sequence is FPGEKRVSK. The MHC is HLA-A69:01 with pseudo-sequence HLA-A69:01. The binding affinity (normalized) is 0.0847.